From a dataset of Full USPTO retrosynthesis dataset with 1.9M reactions from patents (1976-2016). Predict the reactants needed to synthesize the given product. (1) Given the product [Cl:1][C:2]1[CH:7]=[CH:6][C:5]([C:8](=[O:19])[NH:9][CH:10]([C:13]2[CH:18]=[CH:17][CH:16]=[CH:15][CH:14]=2)[CH2:11][OH:12])=[CH:4][C:3]=1[NH:20][C:21]([C:23]1[C:46](=[O:47])[NH:45][C:26]2[N:27]=[C:28]([N:31]3[CH2:54][C@H:53]4[O:56][C@H:33]([CH2:34][CH2:52]4)[CH2:32]3)[N:29]=[CH:30][C:25]=2[CH:24]=1)=[O:22], predict the reactants needed to synthesize it. The reactants are: [Cl:1][C:2]1[CH:7]=[CH:6][C:5]([C:8](=[O:19])[NH:9][CH:10]([C:13]2[CH:18]=[CH:17][CH:16]=[CH:15][CH:14]=2)[CH2:11][OH:12])=[CH:4][C:3]=1[NH:20][C:21]([C:23]1[C:46](=[O:47])[NH:45][C:26]2[N:27]=[C:28]([N:31]3CC[CH:34](NC(=O)OC(C)(C)C)[CH2:33][CH2:32]3)[N:29]=[CH:30][C:25]=2[CH:24]=1)=[O:22].Cl.[C@@H]12[O:56][C@@H:53]([CH2:54]C1)[CH2:52]NC2.C(N(CC)CC)C. (2) Given the product [OH:11][CH2:10][C:8]1[N:9]=[C:5]([NH:4][C:1](=[O:3])[CH3:2])[S:6][C:7]=1[CH2:15][C:16]1[CH:21]=[CH:20][CH:19]=[C:18]([S:22][CH3:23])[CH:17]=1, predict the reactants needed to synthesize it. The reactants are: [C:1]([NH:4][C:5]1[S:6][C:7]([CH2:15][C:16]2[CH:21]=[CH:20][CH:19]=[C:18]([S:22][CH3:23])[CH:17]=2)=[C:8]([C:10](OCC)=[O:11])[N:9]=1)(=[O:3])[CH3:2].[BH4-].[Li+].[O-]S([O-])(=O)=O.[Na+].[Na+]. (3) Given the product [CH2:1]([O:3][C:4](=[O:29])[CH2:5][C:6]1[CH:11]=[CH:10][C:9]([O:12][CH3:13])=[C:8]([O:14][C:15]2[CH:20]=[CH:19][C:18]([NH:21][C:35](=[O:36])[C:34]3[CH:38]=[CH:39][C:31]([Cl:30])=[CH:32][CH:33]=3)=[CH:17][C:16]=2[CH2:24][S:25][CH:26]([CH3:28])[CH3:27])[CH:7]=1)[CH3:2], predict the reactants needed to synthesize it. The reactants are: [CH2:1]([O:3][C:4](=[O:29])[CH2:5][C:6]1[CH:11]=[CH:10][C:9]([O:12][CH3:13])=[C:8]([O:14][C:15]2[CH:20]=[CH:19][C:18]([N+:21]([O-])=O)=[CH:17][C:16]=2[CH2:24][S:25][CH:26]([CH3:28])[CH3:27])[CH:7]=1)[CH3:2].[Cl:30][C:31]1[CH:39]=[CH:38][C:34]([C:35](Cl)=[O:36])=[CH:33][CH:32]=1. (4) The reactants are: [N:1]1[CH:6]=[CH:5][C:4]([CH2:7][CH2:8][C:9]([O:11]CC)=[O:10])=[CH:3][CH:2]=1.S(=O)(=O)(O)O. Given the product [N:1]1[CH:6]=[CH:5][C:4]([CH2:7][CH2:8][C:9]([OH:11])=[O:10])=[CH:3][CH:2]=1, predict the reactants needed to synthesize it. (5) Given the product [CH:21]1([C:18]2[CH:19]=[CH:20][C:15]([NH:14][C:6]3[C:7]4[N:8]([CH:11]=[N:12][CH:13]=4)[CH:9]=[CH:10][C:5]=3[C:3]([NH2:30])=[O:4])=[C:16]([F:24])[CH:17]=2)[CH2:22][CH2:23]1, predict the reactants needed to synthesize it. The reactants are: CO[C:3]([C:5]1[CH:10]=[CH:9][N:8]2[CH:11]=[N:12][CH:13]=[C:7]2[C:6]=1[NH:14][C:15]1[CH:20]=[CH:19][C:18]([CH:21]2[CH2:23][CH2:22]2)=[CH:17][C:16]=1[F:24])=[O:4].[OH-].[Na+].[Cl-].[NH4+].C[N:30](C(ON1N=NC2C=CC=NC1=2)=[N+](C)C)C.F[P-](F)(F)(F)(F)F. (6) Given the product [CH3:1][C:2]1[CH:10]=[CH:9][CH:8]=[C:7]([CH:11]=[CH2:12])[C:3]=1[C:4]([Cl:15])=[O:5], predict the reactants needed to synthesize it. The reactants are: [CH3:1][C:2]1[CH:10]=[CH:9][CH:8]=[C:7]([CH:11]=[CH2:12])[C:3]=1[C:4](O)=[O:5].S(Cl)([Cl:15])=O. (7) Given the product [NH2:1][C:2]1[N:6]([CH:7]2[CH2:12][CH2:11][N:9]([CH2:13][C:14]#[N:15])[CH2:8]2)[N:5]=[C:4]([C:16]2[CH:17]=[CH:18][C:19]([O:22][C:23]3[CH:24]=[CH:25][CH:26]=[CH:27][CH:28]=3)=[CH:20][CH:21]=2)[C:3]=1[C:29]([NH2:31])=[O:30], predict the reactants needed to synthesize it. The reactants are: [NH2:1][C:2]1[N:6]([CH:7]2[CH2:12][CH2:11]C[N:9]([CH2:13][C:14]#[N:15])[CH2:8]2)[N:5]=[C:4]([C:16]2[CH:21]=[CH:20][C:19]([O:22][C:23]3[CH:28]=[CH:27][CH:26]=[CH:25][CH:24]=3)=[CH:18][CH:17]=2)[C:3]=1[C:29]([NH2:31])=[O:30].NC1N(C2CCNCC2)N=C(C2C=CC(OC3C=CC=CC=3)=CC=2)C=1C(N)=O.BrCC#N.